This data is from Forward reaction prediction with 1.9M reactions from USPTO patents (1976-2016). The task is: Predict the product of the given reaction. Given the reactants [Cl:1][C:2]1[N:7]=[CH:6][C:5]([OH:8])=[C:4]([CH3:9])[CH:3]=1.Br[CH2:11][CH:12]1[CH2:14][CH2:13]1, predict the reaction product. The product is: [Cl:1][C:2]1[CH:3]=[C:4]([CH3:9])[C:5]([O:8][CH2:11][CH:12]2[CH2:14][CH2:13]2)=[CH:6][N:7]=1.